From a dataset of Peptide-MHC class II binding affinity with 134,281 pairs from IEDB. Regression. Given a peptide amino acid sequence and an MHC pseudo amino acid sequence, predict their binding affinity value. This is MHC class II binding data. (1) The peptide sequence is EKKYFAATQFQPLAA. The MHC is HLA-DPA10103-DPB10401 with pseudo-sequence HLA-DPA10103-DPB10401. The binding affinity (normalized) is 1.00. (2) The peptide sequence is SCWAFSGVAATESAY. The MHC is DRB1_0404 with pseudo-sequence DRB1_0404. The binding affinity (normalized) is 0.482. (3) The peptide sequence is GVKPTHISYIMLIFF. The binding affinity (normalized) is 0. The MHC is HLA-DQA10201-DQB10301 with pseudo-sequence HLA-DQA10201-DQB10301. (4) The peptide sequence is AAATAFTTVYGAFAA. The MHC is HLA-DQA10501-DQB10301 with pseudo-sequence HLA-DQA10501-DQB10301. The binding affinity (normalized) is 0.630. (5) The MHC is DRB1_0301 with pseudo-sequence DRB1_0301. The binding affinity (normalized) is 0.601. The peptide sequence is VGPLTVNEKRRLKLI. (6) The peptide sequence is IPKGDFLTGPLNFTG. The MHC is DRB3_0101 with pseudo-sequence DRB3_0101. The binding affinity (normalized) is 0.175.